From a dataset of Full USPTO retrosynthesis dataset with 1.9M reactions from patents (1976-2016). Predict the reactants needed to synthesize the given product. (1) Given the product [F:38][C:9]1[CH:10]=[C:11]([C:12]2[CH:17]=[C:16]([NH:18][C:19]3[CH:24]=[CH:23][C:22]([N:25]4[CH2:30][CH2:29][N:28]([CH:31]5[CH2:32][O:33][CH2:34]5)[CH2:27][C@@H:26]4[CH3:35])=[CH:21][N:20]=3)[C:15](=[O:36])[N:14]([CH3:37])[CH:13]=2)[C:6]([CH2:5][OH:4])=[C:7]([N:39]2[CH2:50][CH2:49][N:48]3[C:41](=[CH:42][C:43]4[CH2:44][C:45]([CH3:52])([CH3:51])[CH2:46][C:47]=43)[C:40]2=[O:53])[CH:8]=1, predict the reactants needed to synthesize it. The reactants are: C([O:4][CH2:5][C:6]1[C:11]([C:12]2[CH:17]=[C:16]([NH:18][C:19]3[CH:24]=[CH:23][C:22]([N:25]4[CH2:30][CH2:29][N:28]([CH:31]5[CH2:34][O:33][CH2:32]5)[CH2:27][C@@H:26]4[CH3:35])=[CH:21][N:20]=3)[C:15](=[O:36])[N:14]([CH3:37])[CH:13]=2)=[CH:10][C:9]([F:38])=[CH:8][C:7]=1[N:39]1[CH2:50][CH2:49][N:48]2[C:41](=[CH:42][C:43]3[CH2:44][C:45]([CH3:52])([CH3:51])[CH2:46][C:47]=32)[C:40]1=[O:53])(=O)C.[OH-].[Li+]. (2) The reactants are: [CH2:1]([O:3][C:4]([C:6]1[C:7](=[O:25])[C:8]2[CH:13]=[N:12][C:11](S(C)(=O)=O)=[N:10][C:9]=2[N:18]([CH:20]2[CH2:24][CH2:23][CH2:22][CH2:21]2)[CH:19]=1)=[O:5])[CH3:2].[CH3:26][N:27]1[CH2:32][CH2:31][N:30]([C:33]2[CH:38]=[CH:37][C:36]([NH2:39])=[CH:35][CH:34]=2)[CH2:29][CH2:28]1. Given the product [CH2:1]([O:3][C:4]([C:6]1[C:7](=[O:25])[C:8]2[CH:13]=[N:12][C:11]([NH:39][C:36]3[CH:35]=[CH:34][C:33]([N:30]4[CH2:29][CH2:28][N:27]([CH3:26])[CH2:32][CH2:31]4)=[CH:38][CH:37]=3)=[N:10][C:9]=2[N:18]([CH:20]2[CH2:24][CH2:23][CH2:22][CH2:21]2)[CH:19]=1)=[O:5])[CH3:2], predict the reactants needed to synthesize it.